From a dataset of Full USPTO retrosynthesis dataset with 1.9M reactions from patents (1976-2016). Predict the reactants needed to synthesize the given product. (1) Given the product [CH3:1][O:2][C:3]([C:5]1[C:13]([NH:14][C:15]2[CH:16]=[CH:17][C:18]([I:34])=[CH:19][CH:20]=2)=[C:12]([F:21])[C:8]2[N:9]=[CH:10][NH:11][C:7]=2[CH:6]=1)=[O:4], predict the reactants needed to synthesize it. The reactants are: [CH3:1][O:2][C:3]([C:5]1[C:13]([NH:14][C:15]2[CH:20]=[CH:19][CH:18]=[CH:17][CH:16]=2)=[C:12]([F:21])[C:8]2[N:9]=[CH:10][NH:11][C:7]=2[CH:6]=1)=[O:4].C1COCC1.C1C(=O)N([I:34])C(=O)C1. (2) Given the product [CH3:12][N:13]([CH3:18])[S:14]([CH2:17][C:3]([C:4]1[CH:5]=[CH:6][C:7]([Cl:10])=[CH:8][CH:9]=1)=[O:11])(=[O:16])=[O:15], predict the reactants needed to synthesize it. The reactants are: CO[C:3](=[O:11])[C:4]1[CH:9]=[CH:8][C:7]([Cl:10])=[CH:6][CH:5]=1.[CH3:12][N:13]([CH3:18])[S:14]([CH3:17])(=[O:16])=[O:15].[H-].[Na+]. (3) Given the product [N:1]1([S:11]([C:14]2[CH:15]=[C:16]([N:20]3[C:25](=[O:26])[C:24]4=[C:27]([C:30]5[O:31][CH:44]=[N:43][CH:42]=5)[S:28][CH:29]=[C:23]4[NH:22][C:21]3=[O:32])[CH:17]=[CH:18][CH:19]=2)(=[O:13])=[O:12])[C:10]2[C:5](=[CH:6][CH:7]=[CH:8][CH:9]=2)[CH2:4][CH2:3][CH2:2]1, predict the reactants needed to synthesize it. The reactants are: [N:1]1([S:11]([C:14]2[CH:15]=[C:16]([N:20]3[C:25](=[O:26])[C:24]4=[C:27]([CH:30]=[O:31])[S:28][CH:29]=[C:23]4[NH:22][C:21]3=[O:32])[CH:17]=[CH:18][CH:19]=2)(=[O:13])=[O:12])[C:10]2[C:5](=[CH:6][CH:7]=[CH:8][CH:9]=2)[CH2:4][CH2:3][CH2:2]1.C1(C)C=CC(S([CH2:42][N:43]=[C:44]=O)(=O)=O)=CC=1.C(=O)([O-])[O-].[K+].[K+]. (4) The reactants are: [N:1]([CH:4]1[CH2:9][CH2:8][N:7]([C:10]([O:12][CH2:13][C:14]2[CH:19]=[CH:18][CH:17]=[CH:16][CH:15]=2)=[O:11])[CH2:6][CH:5]1OS(C)(=O)=O)=[N+:2]=[N-:3].[N-:25]=[N+:26]=[N-:27].[Na+]. Given the product [N:25]([CH:5]1[CH:4]([N:1]=[N+:2]=[N-:3])[CH2:9][CH2:8][N:7]([C:10]([O:12][CH2:13][C:14]2[CH:19]=[CH:18][CH:17]=[CH:16][CH:15]=2)=[O:11])[CH2:6]1)=[N+:26]=[N-:27], predict the reactants needed to synthesize it. (5) Given the product [Br:1][C:2]1[CH:7]=[CH:6][C:5]([O:8][CH2:9][CH2:10][CH2:11][O:12][CH3:13])=[CH:4][C:3]=1[CH2:14][CH2:15][O:16][Si:25]([CH:30]([CH3:32])[CH3:31])([CH:27]([CH3:29])[CH3:28])[CH:22]([CH3:24])[CH3:23], predict the reactants needed to synthesize it. The reactants are: [Br:1][C:2]1[CH:7]=[CH:6][C:5]([O:8][CH2:9][CH2:10][CH2:11][O:12][CH3:13])=[CH:4][C:3]=1[CH2:14][CH2:15][OH:16].N1C=CN=C1.[CH:22]([Si:25]([CH:30]([CH3:32])[CH3:31])([CH:27]([CH3:29])[CH3:28])Cl)([CH3:24])[CH3:23].Cl. (6) Given the product [CH3:31][O:30][C:27](=[O:29])[CH2:28][C:10]1[N:6]([CH2:2][CH2:3][CH2:4][CH3:5])[C:7]([C:20]2[CH:21]=[CH:22][CH:23]=[CH:24][CH:25]=2)=[N:8][C:9]=1[C:14]1[CH:19]=[CH:18][CH:17]=[CH:16][CH:15]=1, predict the reactants needed to synthesize it. The reactants are: Cl.[CH2:2]([N:6]1[C:10](CC#N)=[C:9]([C:14]2[CH:19]=[CH:18][CH:17]=[CH:16][CH:15]=2)[N:8]=[C:7]1[C:20]1[CH:25]=[CH:24][CH:23]=[CH:22][CH:21]=1)[CH2:3][CH2:4][CH3:5].O.[C:27]([O:30][CH2:31]C)(=[O:29])[CH3:28]. (7) The reactants are: [CH2:1]([C:4]1[C:12]([N:13]([CH:16]2[CH2:21][CH2:20][N:19]([C:22]([O:24][C:25]([CH3:28])([CH3:27])[CH3:26])=[O:23])[CH2:18][CH2:17]2)[CH2:14][CH3:15])=[CH:11][CH:10]=[CH:9][C:5]=1[C:6]([OH:8])=O)[CH:2]=[CH2:3].[CH3:29][O:30][C:31]1[C:36]([CH2:37][NH2:38])=[C:35]([CH2:39][CH2:40][CH2:41][CH:42]=[CH2:43])[CH:34]=[C:33]([CH3:44])[N:32]=1.C(Cl)CCl.C1C=NC2N(O)N=NC=2C=1.CN1CCOCC1. Given the product [CH2:1]([C:4]1[C:5]([C:6](=[O:8])[NH:38][CH2:37][C:36]2[C:31]([O:30][CH3:29])=[N:32][C:33]([CH3:44])=[CH:34][C:35]=2[CH2:39][CH2:40][CH2:41][CH:42]=[CH2:43])=[CH:9][CH:10]=[CH:11][C:12]=1[N:13]([CH2:14][CH3:15])[CH:16]1[CH2:21][CH2:20][N:19]([C:22]([O:24][C:25]([CH3:26])([CH3:28])[CH3:27])=[O:23])[CH2:18][CH2:17]1)[CH:2]=[CH2:3], predict the reactants needed to synthesize it. (8) Given the product [Cl:1][C:2]1[CH:7]=[C:6]([C:19]2[CH:20]=[N:21][C:22]([C:25]([F:28])([F:27])[F:26])=[N:23][CH:24]=2)[C:5]([O:9][CH:10]([F:12])[F:11])=[CH:4][N:3]=1, predict the reactants needed to synthesize it. The reactants are: [Cl:1][C:2]1[CH:7]=[C:6](I)[C:5]([O:9][CH:10]([F:12])[F:11])=[CH:4][N:3]=1.CC1(C)OB([C:19]2[CH:20]=[N:21][C:22]([C:25]([F:28])([F:27])[F:26])=[N:23][CH:24]=2)OC1(C)C.C(=O)([O-])[O-].[K+].[K+].